From a dataset of Catalyst prediction with 721,799 reactions and 888 catalyst types from USPTO. Predict which catalyst facilitates the given reaction. (1) The catalyst class is: 14. Reactant: [CH3:1][C:2]1[CH:7]=[C:6]([CH3:8])[NH:5][C:4](=[O:9])[C:3]=1[CH2:10][NH:11][C:12]([C:14]1[C:19]([CH3:20])=[C:18]([C:21]2[N:25]([CH3:26])[N:24]=[CH:23][CH:22]=2)[N:17]=[C:16](S(C)=O)[N:15]=1)=[O:13].CN(C=O)C.[CH3:35][C:36](C)([O-:38])C.[K+].C(O)(=O)C. Product: [CH3:1][C:2]1[CH:7]=[C:6]([CH3:8])[NH:5][C:4](=[O:9])[C:3]=1[CH2:10][NH:11][C:12]([C:14]1[C:19]([CH3:20])=[C:18]([C:21]2[N:25]([CH3:26])[N:24]=[CH:23][CH:22]=2)[N:17]=[C:16]([O:38][CH2:36][CH3:35])[N:15]=1)=[O:13]. (2) Reactant: [Br:1][C:2]1[C:3]([CH:13]([F:15])[F:14])=[CH:4][C:5]([F:12])=[C:6]([CH:11]=1)[C:7](OC)=[O:8].[BH4-].[Na+].CO. Product: [Br:1][C:2]1[C:3]([CH:13]([F:15])[F:14])=[CH:4][C:5]([F:12])=[C:6]([CH2:7][OH:8])[CH:11]=1. The catalyst class is: 1. (3) Product: [CH3:9][C:8]1[N:22]=[C:20]([NH:19][C:14]2[CH:15]=[N:16][CH:17]=[CH:18][N:13]=2)[S:21][C:7]=1[C:4]1[CH:5]=[CH:6][N:1]=[CH:2][CH:3]=1. The catalyst class is: 12. Reactant: [N:1]1[CH:6]=[CH:5][C:4]([CH2:7][C:8](=O)[CH3:9])=[CH:3][CH:2]=1.BrBr.[N:13]1[CH:18]=[CH:17][N:16]=[CH:15][C:14]=1[NH:19][C:20]([NH2:22])=[S:21]. (4) Reactant: [OH:1][CH2:2][CH2:3][N:4]1[CH:9]=[C:8]([C:10]2[S:11][CH:12]=[C:13]([CH3:15])[CH:14]=2)[N:7]=[CH:6][C:5]1=[O:16].Cl[C:18]1[C:27]2[C:22](=[CH:23][C:24]([O:28][CH3:29])=[CH:25][CH:26]=2)[N:21]=[CH:20][CH:19]=1.C(=O)([O-])[O-].[Cs+].[Cs+].C(P(C(C)(C)C)C1C=CC2C(=CC=CC=2)C=1C1C2C(=CC=CC=2)C=CC=1)(C)(C)C. Product: [CH3:29][O:28][C:24]1[CH:23]=[C:22]2[C:27]([C:18]([O:1][CH2:2][CH2:3][N:4]3[CH:9]=[C:8]([C:10]4[S:11][CH:12]=[C:13]([CH3:15])[CH:14]=4)[N:7]=[CH:6][C:5]3=[O:16])=[CH:19][CH:20]=[N:21]2)=[CH:26][CH:25]=1. The catalyst class is: 164. (5) Reactant: [CH2:1]([O:3][C:4](=[O:37])[CH:5]([CH3:36])[CH:6]([C:17]1[C:25]2[C:20](=[C:21]([CH2:26][S:27][CH3:28])[CH:22]=[CH:23][CH:24]=2)[N:19](C(OC(C)(C)C)=O)[CH:18]=1)[C:7]1[CH:12]=[CH:11][C:10]([C:13]([F:16])([F:15])[F:14])=[CH:9][CH:8]=1)[CH3:2].FC(F)(F)C(O)=O.O. Product: [CH3:36][CH:5]([CH:6]([C:17]1[C:25]2[C:20](=[C:21]([CH2:26][S:27][CH3:28])[CH:22]=[CH:23][CH:24]=2)[NH:19][CH:18]=1)[C:7]1[CH:12]=[CH:11][C:10]([C:13]([F:15])([F:14])[F:16])=[CH:9][CH:8]=1)[C:4]([O:3][CH2:1][CH3:2])=[O:37]. The catalyst class is: 4. (6) Reactant: [CH3:1][N:2]([CH3:17])[C:3]1([C:11]2[CH:16]=[CH:15][CH:14]=[CH:13][CH:12]=2)[CH2:8][CH2:7][C:6](=[O:9])[CH:5]([F:10])[CH2:4]1.[CH:18]1[CH:19]=[CH:20][C:21]2[NH:26][CH:25]=[C:24]([CH2:27][CH2:28]O)[C:22]=2[CH:23]=1.O([Si](C)(C)C)S(C(F)(F)[F:35])(=O)=O.[OH-].[Na+]. Product: [F:10][CH:5]1[C:6]2([C:25]3[NH:26][C:21]4[C:22]([C:24]=3[CH2:27][CH2:28][O:9]2)=[CH:23][C:18]([F:35])=[CH:19][CH:20]=4)[CH2:7][CH2:8][C:3]([C:11]2[CH:16]=[CH:15][CH:14]=[CH:13][CH:12]=2)([N:2]([CH3:17])[CH3:1])[CH2:4]1. The catalyst class is: 4.